This data is from Peptide-MHC class I binding affinity with 185,985 pairs from IEDB/IMGT. The task is: Regression. Given a peptide amino acid sequence and an MHC pseudo amino acid sequence, predict their binding affinity value. This is MHC class I binding data. (1) The peptide sequence is VEIKTGFKL. The MHC is HLA-A26:01 with pseudo-sequence HLA-A26:01. The binding affinity (normalized) is 0.0847. (2) The peptide sequence is FEDQFLPFMS. The MHC is HLA-B40:02 with pseudo-sequence HLA-B40:02. The binding affinity (normalized) is 0.469. (3) The peptide sequence is DPPQPEYDLEL. The MHC is Mamu-A01 with pseudo-sequence Mamu-A01. The binding affinity (normalized) is 0. (4) The peptide sequence is FSSRMYCSFY. The MHC is HLA-A23:01 with pseudo-sequence HLA-A23:01. The binding affinity (normalized) is 0.0152. (5) The peptide sequence is FPHCLAFSI. The MHC is HLA-B54:01 with pseudo-sequence HLA-B54:01. The binding affinity (normalized) is 1.00. (6) The peptide sequence is PLKVKDIPF. The MHC is HLA-A02:01 with pseudo-sequence HLA-A02:01. The binding affinity (normalized) is 0.0847. (7) The peptide sequence is SVPLPCQLMY. The MHC is HLA-A31:01 with pseudo-sequence HLA-A31:01. The binding affinity (normalized) is 0.0710. (8) The peptide sequence is PMVIENGILK. The MHC is HLA-A11:01 with pseudo-sequence HLA-A11:01. The binding affinity (normalized) is 0.503.